This data is from NCI-60 drug combinations with 297,098 pairs across 59 cell lines. The task is: Regression. Given two drug SMILES strings and cell line genomic features, predict the synergy score measuring deviation from expected non-interaction effect. (1) Drug 1: CN(CC1=CN=C2C(=N1)C(=NC(=N2)N)N)C3=CC=C(C=C3)C(=O)NC(CCC(=O)O)C(=O)O. Drug 2: CC1CCCC2(C(O2)CC(NC(=O)CC(C(C(=O)C(C1O)C)(C)C)O)C(=CC3=CSC(=N3)C)C)C. Cell line: UO-31. Synergy scores: CSS=40.8, Synergy_ZIP=1.57, Synergy_Bliss=3.97, Synergy_Loewe=-19.1, Synergy_HSA=-2.12. (2) Drug 1: C1=CN(C=N1)CC(O)(P(=O)(O)O)P(=O)(O)O. Drug 2: CC1CCCC2(C(O2)CC(NC(=O)CC(C(C(=O)C(C1O)C)(C)C)O)C(=CC3=CSC(=N3)C)C)C. Cell line: HS 578T. Synergy scores: CSS=48.5, Synergy_ZIP=0.573, Synergy_Bliss=-1.78, Synergy_Loewe=-26.4, Synergy_HSA=-2.07. (3) Drug 1: C1CCC(CC1)NC(=O)N(CCCl)N=O. Drug 2: CC=C1C(=O)NC(C(=O)OC2CC(=O)NC(C(=O)NC(CSSCCC=C2)C(=O)N1)C(C)C)C(C)C. Cell line: NCI-H226. Synergy scores: CSS=72.6, Synergy_ZIP=12.0, Synergy_Bliss=13.8, Synergy_Loewe=-29.5, Synergy_HSA=15.2. (4) Drug 1: C1C(C(OC1N2C=C(C(=O)NC2=O)F)CO)O. Drug 2: CC1=C(N=C(N=C1N)C(CC(=O)N)NCC(C(=O)N)N)C(=O)NC(C(C2=CN=CN2)OC3C(C(C(C(O3)CO)O)O)OC4C(C(C(C(O4)CO)O)OC(=O)N)O)C(=O)NC(C)C(C(C)C(=O)NC(C(C)O)C(=O)NCCC5=NC(=CS5)C6=NC(=CS6)C(=O)NCCC[S+](C)C)O. Cell line: T-47D. Synergy scores: CSS=3.35, Synergy_ZIP=-3.59, Synergy_Bliss=-3.50, Synergy_Loewe=-3.77, Synergy_HSA=-3.97. (5) Synergy scores: CSS=33.5, Synergy_ZIP=-8.72, Synergy_Bliss=-0.630, Synergy_Loewe=-46.5, Synergy_HSA=2.51. Cell line: MCF7. Drug 1: CC1CCC2CC(C(=CC=CC=CC(CC(C(=O)C(C(C(=CC(C(=O)CC(OC(=O)C3CCCCN3C(=O)C(=O)C1(O2)O)C(C)CC4CCC(C(C4)OC)OCCO)C)C)O)OC)C)C)C)OC. Drug 2: C1CN(CCN1C(=O)CCBr)C(=O)CCBr. (6) Synergy scores: CSS=15.2, Synergy_ZIP=-9.09, Synergy_Bliss=-3.32, Synergy_Loewe=-8.14, Synergy_HSA=-2.10. Drug 2: CC1=C(N=C(N=C1N)C(CC(=O)N)NCC(C(=O)N)N)C(=O)NC(C(C2=CN=CN2)OC3C(C(C(C(O3)CO)O)O)OC4C(C(C(C(O4)CO)O)OC(=O)N)O)C(=O)NC(C)C(C(C)C(=O)NC(C(C)O)C(=O)NCCC5=NC(=CS5)C6=NC(=CS6)C(=O)NCCC[S+](C)C)O. Drug 1: CS(=O)(=O)CCNCC1=CC=C(O1)C2=CC3=C(C=C2)N=CN=C3NC4=CC(=C(C=C4)OCC5=CC(=CC=C5)F)Cl. Cell line: TK-10. (7) Drug 1: C1CN(CCN1C(=O)CCBr)C(=O)CCBr. Drug 2: C(CN)CNCCSP(=O)(O)O. Cell line: SW-620. Synergy scores: CSS=21.3, Synergy_ZIP=-1.78, Synergy_Bliss=-1.66, Synergy_Loewe=-8.98, Synergy_HSA=-2.39. (8) Drug 1: CC1=C(C=C(C=C1)NC2=NC=CC(=N2)N(C)C3=CC4=NN(C(=C4C=C3)C)C)S(=O)(=O)N.Cl. Drug 2: C1=C(C(=O)NC(=O)N1)N(CCCl)CCCl. Cell line: NCI-H322M. Synergy scores: CSS=-0.682, Synergy_ZIP=1.39, Synergy_Bliss=1.65, Synergy_Loewe=-1.08, Synergy_HSA=-0.861. (9) Drug 1: CC1=C(C=C(C=C1)C(=O)NC2=CC(=CC(=C2)C(F)(F)F)N3C=C(N=C3)C)NC4=NC=CC(=N4)C5=CN=CC=C5. Drug 2: CC1CCC2CC(C(=CC=CC=CC(CC(C(=O)C(C(C(=CC(C(=O)CC(OC(=O)C3CCCCN3C(=O)C(=O)C1(O2)O)C(C)CC4CCC(C(C4)OC)O)C)C)O)OC)C)C)C)OC. Cell line: NCI-H322M. Synergy scores: CSS=-0.681, Synergy_ZIP=5.77, Synergy_Bliss=1.90, Synergy_Loewe=-8.82, Synergy_HSA=-8.23. (10) Drug 1: CN1CCC(CC1)COC2=C(C=C3C(=C2)N=CN=C3NC4=C(C=C(C=C4)Br)F)OC. Drug 2: C1C(C(OC1N2C=NC3=C(N=C(N=C32)Cl)N)CO)O. Cell line: CCRF-CEM. Synergy scores: CSS=63.1, Synergy_ZIP=-1.75, Synergy_Bliss=-8.09, Synergy_Loewe=-39.9, Synergy_HSA=-8.09.